Dataset: Forward reaction prediction with 1.9M reactions from USPTO patents (1976-2016). Task: Predict the product of the given reaction. Given the reactants [P:1]([O:13][CH2:14][C@H:15]1[O:20][CH2:19][C@@H:18]([N:21]2[CH:28]=[CH:27][C:25](=[O:26])[NH:24][C:22]2=[O:23])[CH2:17][C@@H:16]1[OH:29])([O:4][P:5]([O:8][P:9]([OH:12])([OH:11])=[O:10])([OH:7])=[O:6])(=[O:3])[OH:2].C(O)(=O)C.[CH2:34]([NH2:37])[CH:35]=[CH2:36].C(O)(=O)C, predict the reaction product. The product is: [P:1]([O:13][CH2:14][C@H:15]1[O:20][CH2:19][C@@H:18]([N:21]2[CH:28]=[C:27]([CH2:36][CH:35]=[CH:34][NH2:37])[C:25](=[O:26])[NH:24][C:22]2=[O:23])[CH2:17][C@@H:16]1[OH:29])([O:4][P:5]([O:8][P:9]([OH:11])([OH:12])=[O:10])([OH:7])=[O:6])(=[O:2])[OH:3].